Dataset: Full USPTO retrosynthesis dataset with 1.9M reactions from patents (1976-2016). Task: Predict the reactants needed to synthesize the given product. (1) Given the product [CH3:1][O:2][C:3]1[CH:28]=[CH:27][C:26]([N:29]2[CH:33]=[N:32][N:31]=[N:30]2)=[CH:25][C:4]=1[C:5]([N:7]1[CH2:11][CH2:10][C:9]([CH2:12][CH2:13][N:53]2[CH2:54][CH2:55][CH2:56][N:50]([C:42]3[N:41]([CH2:40][CH2:39][O:38][CH:35]([CH3:37])[CH3:36])[C:45]4[CH:46]=[CH:47][CH:48]=[CH:49][C:44]=4[N:43]=3)[CH2:51][CH2:52]2)([C:19]2[CH:20]=[CH:21][CH:22]=[CH:23][CH:24]=2)[CH2:8]1)=[O:6], predict the reactants needed to synthesize it. The reactants are: [CH3:1][O:2][C:3]1[CH:28]=[CH:27][C:26]([N:29]2[CH:33]=[N:32][N:31]=[N:30]2)=[CH:25][C:4]=1[C:5]([N:7]1[CH2:11][CH2:10][C:9]([C:19]2[CH:24]=[CH:23][CH:22]=[CH:21][CH:20]=2)([CH2:12][CH2:13]OS(C)(=O)=O)[CH2:8]1)=[O:6].I.[CH:35]([O:38][CH2:39][CH2:40][N:41]1[C:45]2[CH:46]=[CH:47][CH:48]=[CH:49][C:44]=2[N:43]=[C:42]1[N:50]1[CH2:56][CH2:55][CH2:54][NH:53][CH2:52][CH2:51]1)([CH3:37])[CH3:36]. (2) Given the product [C:3]([O:7][C:8]([N:10]1[CH2:11][CH2:12][CH:13]([O:16][C:17]2[CH:18]=[CH:19][C:20]([C:23](=[O:31])[CH:24]([C:25]3[CH:30]=[CH:29][CH:28]=[CH:27][N:26]=3)[CH2:33][C:34]([O:36][CH2:37][CH3:38])=[O:35])=[CH:21][CH:22]=2)[CH2:14][CH2:15]1)=[O:9])([CH3:6])([CH3:4])[CH3:5], predict the reactants needed to synthesize it. The reactants are: [H-].[Na+].[C:3]([O:7][C:8]([N:10]1[CH2:15][CH2:14][CH:13]([O:16][C:17]2[CH:22]=[CH:21][C:20]([C:23](=[O:31])[CH2:24][C:25]3[CH:30]=[CH:29][CH:28]=[CH:27][N:26]=3)=[CH:19][CH:18]=2)[CH2:12][CH2:11]1)=[O:9])([CH3:6])([CH3:5])[CH3:4].Br[CH2:33][C:34]([O:36][CH2:37][CH3:38])=[O:35]. (3) Given the product [C:1]([O:5][C:6]([NH:8][CH2:9][CH:10]([O:36][Si:37]([C:40]([CH3:42])([CH3:41])[CH3:43])([CH3:38])[CH3:39])[CH2:11][O:12][C:13]1[CH:14]=[C:15]([C:19]2[CH:20]=[C:21]([C:31]([OH:33])=[O:32])[C:22]3[C:23](=[N:25][N:26]([CH:28]([CH3:30])[CH3:29])[CH:27]=3)[N:24]=2)[CH:16]=[CH:17][CH:18]=1)=[O:7])([CH3:4])([CH3:2])[CH3:3], predict the reactants needed to synthesize it. The reactants are: [C:1]([O:5][C:6]([NH:8][CH2:9][CH:10]([O:36][Si:37]([C:40]([CH3:43])([CH3:42])[CH3:41])([CH3:39])[CH3:38])[CH2:11][O:12][C:13]1[CH:14]=[C:15]([C:19]2[CH:20]=[C:21]([C:31]([O:33]CC)=[O:32])[C:22]3[C:23](=[N:25][N:26]([CH:28]([CH3:30])[CH3:29])[CH:27]=3)[N:24]=2)[CH:16]=[CH:17][CH:18]=1)=[O:7])([CH3:4])([CH3:3])[CH3:2].[OH-].[Na+]. (4) Given the product [C:48]([O:47][C:45]([N:18]1[CH2:17][CH:16]([C:7]2[CH:8]=[CH:9][CH:10]=[C:11]([C:12]([F:14])([F:15])[F:13])[C:6]=2[C:5]([O:4][CH:1]([CH3:3])[CH3:2])=[O:44])[CH:20]([C:21]([N:23]2[CH:27]3[CH2:28][CH:29]4[C:32]([CH3:33])([CH3:34])[C:26]3([CH2:31][CH2:30]4)[CH2:25][S:24]2(=[O:35])=[O:36])=[O:22])[CH2:19]1)=[O:46])([CH3:51])([CH3:50])[CH3:49], predict the reactants needed to synthesize it. The reactants are: [CH:1]([O:4][C:5](=[O:44])[C:6]1[C:11]([C:12]([F:15])([F:14])[F:13])=[CH:10][CH:9]=[CH:8][C:7]=1[CH:16]1[CH:20]([C:21]([N:23]2[CH:27]3[CH2:28][CH:29]4[C:32]([CH3:34])([CH3:33])[C:26]3([CH2:31][CH2:30]4)[CH2:25][S:24]2(=[O:36])=[O:35])=[O:22])[CH2:19][N:18](CC2C=CC=CC=2)[CH2:17]1)([CH3:3])[CH3:2].[C:45](O[C:45]([O:47][C:48]([CH3:51])([CH3:50])[CH3:49])=[O:46])([O:47][C:48]([CH3:51])([CH3:50])[CH3:49])=[O:46].[H][H]. (5) Given the product [CH3:1][O:2][CH2:3][CH2:4][CH2:5][CH2:6][CH2:7][CH2:8][CH2:9][CH2:10][CH2:11][CH2:12][CH2:13][CH2:14][NH2:15], predict the reactants needed to synthesize it. The reactants are: [CH3:1][O:2][CH2:3][CH2:4][CH2:5][CH2:6][CH2:7][CH2:8][CH2:9][CH2:10][CH2:11][CH2:12][CH2:13][C:14]#[N:15].[H-].[Al+3].[Li+].[H-].[H-].[H-].[OH-].[K+].